Dataset: Catalyst prediction with 721,799 reactions and 888 catalyst types from USPTO. Task: Predict which catalyst facilitates the given reaction. (1) The catalyst class is: 522. Product: [C:1]([C:3]1[CH:8]=[CH:7][C:6]([CH2:9][CH2:10][C:11]([OH:13])=[O:12])=[C:5]([F:14])[CH:4]=1)#[N:2]. Reactant: [C:1]([C:3]1[CH:8]=[CH:7][C:6](/[CH:9]=[CH:10]/[C:11]([OH:13])=[O:12])=[C:5]([F:14])[CH:4]=1)#[N:2].C(=O)([O-])[O-].[K+].[K+].[H][H].CCOCC.CCCCCC. (2) Reactant: [Br:1][C:2]1[CH:3]=[C:4]2[C:9](=[C:10]([C:12]([OH:14])=[O:13])[CH:11]=1)[O:8][C:7]([CH3:16])([CH3:15])[CH2:6][C:5]2([CH3:18])[CH3:17].[CH2:19](O)[C:20]([CH3:23])([CH3:22])[CH3:21].C1(N=C=NC2CCCCC2)CCCCC1. Product: [CH3:19][C:20]([CH3:23])([CH3:22])[CH2:21][O:13][C:12]([C:10]1[CH:11]=[C:2]([Br:1])[CH:3]=[C:4]2[C:9]=1[O:8][C:7]([CH3:16])([CH3:15])[CH2:6][C:5]2([CH3:18])[CH3:17])=[O:14]. The catalyst class is: 119. (3) Reactant: I[C:2]1[CH:3]=[C:4]([CH:7]=[CH:8][CH:9]=1)[C:5]#[N:6].C([Mg]Cl)(C)C.[Cl:15][C:16]1[CH:21]=[CH:20][C:19]([C:22]2(/[CH:26]=[CH:27]/[N+:28]([O-:30])=[O:29])[CH2:25][CH2:24][CH2:23]2)=[CH:18][CH:17]=1. Product: [Cl:15][C:16]1[CH:17]=[CH:18][C:19]([C:22]2([CH:26]([C:2]3[CH:3]=[C:4]([CH:7]=[CH:8][CH:9]=3)[C:5]#[N:6])[CH2:27][N+:28]([O-:30])=[O:29])[CH2:23][CH2:24][CH2:25]2)=[CH:20][CH:21]=1. The catalyst class is: 7. (4) Reactant: N#N.[CH3:3][C:4]1[O:5][C:6]([C:12]2[CH:13]=[C:14]([CH3:18])[CH:15]=[CH:16][CH:17]=2)=[C:7]([C:9]([OH:11])=O)[N:8]=1.C1C=CC2N(O)N=NC=2C=1.C(Cl)CCl.CCN(C(C)C)C(C)C.[CH3:42][O:43][CH2:44][C:45]1[S:49][C:48]([CH2:50][N:51]2[N:55]=[C:54]([NH2:56])[CH:53]=[N:52]2)=[N:47][CH:46]=1. Product: [CH3:42][O:43][CH2:44][C:45]1[S:49][C:48]([CH2:50][N:51]2[N:55]=[C:54]([NH:56][C:9]([C:7]3[N:8]=[C:4]([CH3:3])[O:5][C:6]=3[C:12]3[CH:13]=[C:14]([CH3:18])[CH:15]=[CH:16][CH:17]=3)=[O:11])[CH:53]=[N:52]2)=[N:47][CH:46]=1. The catalyst class is: 64. (5) Reactant: C([O:3][C:4](=[O:22])[CH2:5][CH2:6][CH2:7][CH2:8][C:9]1[CH:14]=[CH:13][C:12]([O:15][CH2:16][CH2:17][CH2:18][CH2:19][CH2:20][CH3:21])=[CH:11][CH:10]=1)C.[OH-].[Na+].Cl. Product: [CH2:16]([O:15][C:12]1[CH:11]=[CH:10][C:9]([CH2:8][CH2:7][CH2:6][CH2:5][C:4]([OH:22])=[O:3])=[CH:14][CH:13]=1)[CH2:17][CH2:18][CH2:19][CH2:20][CH3:21]. The catalyst class is: 5. (6) Reactant: [C:1]([C:3]1[N:4]([CH2:15][CH2:16][N:17]2[CH2:22][CH2:21][N:20]([C:23]([O:25][C:26]([CH3:29])([CH3:28])[CH3:27])=[O:24])[CH2:19][CH2:18]2)[C:5]2[C:10]([CH:11]=1)=[C:9]([CH3:12])[C:8]([CH:13]=O)=[CH:7][CH:6]=2)#[N:2].Cl.[NH:31]1[CH2:36][CH2:35][CH:34]([NH:37][C:38]2[C:39]3[CH:46]=[C:45]([CH2:47][C:48]([F:51])([F:50])[F:49])[S:44][C:40]=3[N:41]=[CH:42][N:43]=2)[CH2:33][CH2:32]1.C(N(CC)CC)C.C(O[BH-](OC(=O)C)OC(=O)C)(=O)C.[Na+]. Product: [C:1]([C:3]1[N:4]([CH2:15][CH2:16][N:17]2[CH2:18][CH2:19][N:20]([C:23]([O:25][C:26]([CH3:28])([CH3:27])[CH3:29])=[O:24])[CH2:21][CH2:22]2)[C:5]2[C:10]([CH:11]=1)=[C:9]([CH3:12])[C:8]([CH2:13][N:31]1[CH2:36][CH2:35][CH:34]([NH:37][C:38]3[C:39]4[CH:46]=[C:45]([CH2:47][C:48]([F:51])([F:49])[F:50])[S:44][C:40]=4[N:41]=[CH:42][N:43]=3)[CH2:33][CH2:32]1)=[CH:7][CH:6]=2)#[N:2]. The catalyst class is: 4. (7) Reactant: Cl.[NH2:2][C@H:3]1[CH2:10][CH2:9][CH2:8][NH:7][C:5](=[O:6])[CH2:4]1.C([O-])([O-])=O.[Na+].[Na+].[C:17](Cl)(=[O:33])[CH2:18][CH2:19][CH2:20][CH2:21][CH2:22][CH2:23][CH2:24][CH2:25][CH2:26][CH2:27][CH2:28][CH2:29][CH2:30][CH2:31][CH3:32]. Product: [C:17]([NH:2][C@H:3]1[CH2:10][CH2:9][CH2:8][NH:7][C:5](=[O:6])[CH2:4]1)(=[O:33])[CH2:18][CH2:19][CH2:20][CH2:21][CH2:22][CH2:23][CH2:24][CH2:25][CH2:26][CH2:27][CH2:28][CH2:29][CH2:30][CH2:31][CH3:32]. The catalyst class is: 229. (8) Product: [C:1]([O:5][C:6]([N:7]1[CH2:8][CH2:9][O:13][CH:12]([C:14]2[CH:19]=[CH:18][C:17]([N+:20]([O-:22])=[O:21])=[CH:16][C:15]=2[Br:23])[CH2:11]1)=[O:24])([CH3:4])([CH3:3])[CH3:2]. The catalyst class is: 237. Reactant: [C:1]([O:5][C:6](=[O:24])[N:7]([CH2:11][CH:12]([C:14]1[CH:19]=[CH:18][C:17]([N+:20]([O-:22])=[O:21])=[CH:16][C:15]=1[Br:23])[OH:13])[CH2:8][CH2:9]O)([CH3:4])([CH3:3])[CH3:2].C1(P(C2C=CC=CC=2)C2C=CC=CC=2)C=CC=CC=1.CC(OC(/N=N/C(OC(C)C)=O)=O)C. (9) Reactant: Cl.[F:2][C:3]1([F:7])[CH2:6][NH:5][CH2:4]1.[O:8]1[C:12]2([CH2:17][CH2:16][C:15](=O)[CH2:14][CH2:13]2)OCC1.C(N(C(C)C)CC)(C)C.C(O[BH-](OC(=O)C)OC(=O)C)(=O)C.[Na+]. Product: [F:2][C:3]1([F:7])[CH2:6][N:5]([CH:15]2[CH2:16][CH2:17][C:12](=[O:8])[CH2:13][CH2:14]2)[CH2:4]1. The catalyst class is: 5.